From a dataset of Experimentally validated miRNA-target interactions with 360,000+ pairs, plus equal number of negative samples. Binary Classification. Given a miRNA mature sequence and a target amino acid sequence, predict their likelihood of interaction. (1) The miRNA is mmu-miR-679-5p with sequence GGACUGUGAGGUGACUCUUGGU. The protein sequence of the target gene is MMFWRKLPKALFIGLTLAIAVNLLLVFSSKGTLQNLFTGGLHRELPLHLNKRYGAVIKRLSHLEVELQDLKESMKLALRQQENVNSTLKRAKDEVRPLLKAMETKVNETKKHKTQMKLFPHSQLFRQWGEDLSEAQQKAAQDLFRKFGYNAYLSNQLPLNRTIPDTRDYRCLRKTYPSQLPSLSVILIFVNEALSIIQRAITSIINRTPSRLLKEIILVDDFSSNGELKVHLDEKIKLYNQKYPGLLKIIRHPERKGLAQARNTGWEAATADVVAILDAHIEVNVGWAEPILARIQEDRT.... Result: 0 (no interaction). (2) The miRNA is hsa-miR-4746-3p with sequence AGCGGUGCUCCUGCGGGCCGA. The protein sequence of the target gene is MKRTHLFIVGIYFLSSCRAEEGLNFPTYDGKDRVVSLSEKNFKQVLKKYDLLCLYYHEPVSSDKVTQKQFQLKEIVLELVAQVLEHKAIGFVMVDAKKEAKLAKKLGFDEEGSLYILKGDRTIEFDGEFAADVLVEFLLDLIEDPVEIISSKLEVQAFERIEDYIKLIGFFKSEDSEYYKAFEEAAEHFQPYIKFFATFDKGVAKKLSLKMNEVDFYEPFMDEPIAIPNKPYTEEELVEFVKEHQRPTLRRLRPEEMFETWEDDLNGIHIVAFAEKSDPDGYEFLEILKQVARDNTDNPD.... Result: 0 (no interaction). (3) The miRNA is hsa-miR-378d with sequence ACUGGACUUGGAGUCAGAAA. The protein sequence of the target gene is MSPPSPGRRREQRRPRAAATMATPLPGRAGGPATPLSPTRLSRLQEKEELRELNDRLAHYIDRVRALELENDRLLLKISEKEEVTTREVSGIKALYESELADARRVLDETARERARLQIEIGKLRAELDEVNKSAKKREGELTVAQGRVKDLESLFHRSEVELAAALSDKRGLESDVAELRAQLAKAEDGHAVAKKQLEKETLMRVDLENRCQSLQEELDFRKSVFEEEVRETRRRHERRLVEVDSSRQQEYDFKMAQALEELRSQHDEQVRLYKLELEQTYQAKLDSAKLSSDQNDKAA.... Result: 1 (interaction). (4) The miRNA is mmu-miR-155-5p with sequence UUAAUGCUAAUUGUGAUAGGGGU. The protein sequence of the target gene is MAAIGRGRSLKNLRIRGRNDSGEENVPLDLTREPSDNLREILQNVAKLQGVSNMRKLGHLNNFTKLLCDIGHSEEKLGFNYEDIIICLRLALLNEAKEVRAAGLRALRYLIQDSSILQKVLKLKVDYLIARCIDIQQSNEVERTQALRLVRKMITVNASLFPSSVANSLIAVGNDGLQERDRMVRACIAIICELALQNPEVVALRGGLNTILKNVIDCQLSRINEALITTILHLLNHPKTRQYVRADVELERILAPYTDFHYRHSPDTAEGQLKEDREARFLASKMGIIATFRSWAGIIN.... Result: 1 (interaction). (5) The miRNA is hsa-miR-6791-3p with sequence UGCCUCCUUGGUCUCCGGCAG. The protein sequence of the target gene is MLHHHCRRNPELQEELQIQAAVAAGDVHTVRKMLEQGYSPNGRDANGWTLLHFSAARGKERCVRVFLEHGADPTVKDLIGGFTALHYAAMHGRARIARLMLESEYRSDIINAKSNDGWTPLHVAAHYGRDSFVRLLLEFKAEVDPLSDKGTTPLQLAIIRERSSCVKILLDHNANIDIQNGFLLRYAVIKSNHSYCRMFLQRGADTNLGRLEDGQTPLHLSALRDDVLCARMLYNYGADTNTRNYEGQTPLAVSISISGSSRPCLDFLQEVTRQPRNLQDLCRIKIRQCIGLQNLKLLDE.... Result: 1 (interaction).